From a dataset of KCNQ2 potassium channel screen with 302,405 compounds. Binary Classification. Given a drug SMILES string, predict its activity (active/inactive) in a high-throughput screening assay against a specified biological target. (1) The compound is O(\N=C\c1n(c2nccc(N(C)C)c2C#N)ccc1)Cc1c(OC)cccc1. The result is 0 (inactive). (2) The compound is Clc1ccc(Oc2nc(/[nH]c(c2)C)=C2\C(=O)C=CC=C2)cc1. The result is 0 (inactive). (3) The molecule is O=C(NC1CCCC1)c1c2c(nc(c1)c1cc(OC)ccc1)cccc2. The result is 0 (inactive). (4) The drug is O=C(NCC(=O)Nc1cc(ccc1)C#N)Cc1ccccc1. The result is 0 (inactive). (5) The compound is S(=O)(=O)(c1cc2sc(NC(=O)C3CC3)nc2cc1)C. The result is 0 (inactive). (6) The drug is Brc1cc2c(C(=O)NN3CCOCC3)cc(nc2cc1)c1oc(cc1)C. The result is 0 (inactive).